This data is from Forward reaction prediction with 1.9M reactions from USPTO patents (1976-2016). The task is: Predict the product of the given reaction. (1) The product is: [F:16][C:15]1[CH:14]=[C:13]([C:17]([OH:20])([CH3:18])[CH3:19])[CH:12]=[C:11]([F:21])[C:10]=1[C:4]1[S:3][C:2]([NH:1][C:23]2[CH:24]=[CH:25][C:26]3[C:27](=[N:29][S:30][N:31]=3)[N:28]=2)=[C:6]([C:7]([NH2:9])=[O:8])[CH:5]=1. Given the reactants [NH2:1][C:2]1[S:3][C:4]([C:10]2[C:15]([F:16])=[CH:14][C:13]([C:17]([OH:20])([CH3:19])[CH3:18])=[CH:12][C:11]=2[F:21])=[CH:5][C:6]=1[C:7]([NH2:9])=[O:8].Cl[C:23]1[CH:24]=[CH:25][C:26]2[C:27](=[N:29][S:30][N:31]=2)[N:28]=1, predict the reaction product. (2) Given the reactants B(Cl)(Cl)Cl.C1(C[O:12][C:13]2[CH:18]=[CH:17][C:16]([C:19]3[N:24]=[C:23]4[CH:25]=[C:26]([C:28]([O:30]CC)=[O:29])[S:27][C:22]4=[CH:21][CH:20]=3)=[CH:15][CH:14]=2)C=CC=CC=1.Cl[CH2:34][C:35]1[C:36]([C:43]2[C:48]([Cl:49])=[CH:47][CH:46]=[CH:45][C:44]=2[Cl:50])=[N:37][O:38][C:39]=1[CH:40]([CH3:42])[CH3:41].C(=O)([O-])[O-].[K+].[K+].[OH-].[Na+], predict the reaction product. The product is: [Cl:50][C:44]1[CH:45]=[CH:46][CH:47]=[C:48]([Cl:49])[C:43]=1[C:36]1[C:35]([CH2:34][O:12][C:13]2[CH:14]=[CH:15][C:16]([C:19]3[N:24]=[C:23]4[CH:25]=[C:26]([C:28]([OH:30])=[O:29])[S:27][C:22]4=[CH:21][CH:20]=3)=[CH:17][CH:18]=2)=[C:39]([CH:40]([CH3:42])[CH3:41])[O:38][N:37]=1. (3) Given the reactants [C:1]([C:3]1[CH:41]=[CH:40][C:6]2[N:7](COCC[Si](C)(C)C)[C:8]([C:10]([C:13]3[C:21]([O:22][CH3:23])=[CH:20][C:19]([CH3:24])=[C:18]4[C:14]=3[CH:15]=[CH:16][N:17]4C(OC(C)(C)C)=O)(O)[CH3:11])=[N:9][C:5]=2[CH:4]=1)#[N:2].C(C1C=CC2N=C(C(C3C(OC)=CC(C)=C4C=3C=CN4C(OC(C)(C)C)=O)(O)C)N(COCC[Si](C)(C)C)C=2C=1)#N, predict the reaction product. The product is: [CH3:23][O:22][C:21]1[C:13]([C:10]([C:8]2[NH:7][C:6]3[CH:40]=[CH:41][C:3]([C:1]#[N:2])=[CH:4][C:5]=3[N:9]=2)=[CH2:11])=[C:14]2[C:18](=[C:19]([CH3:24])[CH:20]=1)[NH:17][CH:16]=[CH:15]2. (4) Given the reactants [CH3:1][C@@:2]12[C:8]([CH3:10])([CH3:9])[C@@H:5]([CH2:6][CH2:7]1)[C:4](=O)[C:3]2=O.COP([CH2:19][C:20]([C:22]1[S:26][C:25]([C:27]2[CH:32]=[CH:31][CH:30]=[CH:29][CH:28]=2)=[N:24][C:23]=1[CH3:33])=O)(=O)OC.O.[NH2:35][NH2:36], predict the reaction product. The product is: [CH3:1][C@@:2]12[C:8]([CH3:10])([CH3:9])[C@@H:5]([CH2:6][CH2:7]1)[C:4]1[C:3]2=[N:35][N:36]=[C:20]([C:22]2[S:26][C:25]([C:27]3[CH:32]=[CH:31][CH:30]=[CH:29][CH:28]=3)=[N:24][C:23]=2[CH3:33])[CH:19]=1. (5) Given the reactants [CH3:1][C:2]1[CH:3]=[C:4]([C:9](=[O:25])[CH2:10][C:11]2[CH:16]=[CH:15][N:14]=[C:13]([O:17][CH2:18][C:19]3[CH:24]=[CH:23][CH:22]=[CH:21][CH:20]=3)[CH:12]=2)[CH:5]=[C:6]([CH3:8])[CH:7]=1.[Br:26]Br, predict the reaction product. The product is: [BrH:26].[Br:26][CH:10]([C:11]1[CH:16]=[CH:15][N:14]=[C:13]([O:17][CH2:18][C:19]2[CH:20]=[CH:21][CH:22]=[CH:23][CH:24]=2)[CH:12]=1)[C:9]([C:4]1[CH:3]=[C:2]([CH3:1])[CH:7]=[C:6]([CH3:8])[CH:5]=1)=[O:25]. (6) The product is: [CH2:4]([O:3][C:1](=[O:2])[CH2:12][CH2:13][CH2:14][CH2:15][C:16]([OH:18])=[O:17])[C:5]1[CH:10]=[CH:9][CH:8]=[CH:7][CH:6]=1. Given the reactants [CH:1]([O:3][CH2:4][C:5]1[CH:10]=[CH:9][CH:8]=[CH:7][CH:6]=1)=[O:2].C(O)(=O)[CH2:12][CH2:13][CH2:14][CH2:15][C:16]([OH:18])=[O:17], predict the reaction product. (7) Given the reactants [NH2:1][C:2]1[CH:3]=[CH:4][C:5]([CH3:18])=[C:6]([NH:8][C:9](=[O:17])[CH2:10][N:11]2[CH2:16][CH2:15][O:14][CH2:13][CH2:12]2)[CH:7]=1.[C:19]1([C:25]2[S:29][C:28]([C:30](O)=[O:31])=[CH:27][CH:26]=2)[CH:24]=[CH:23][CH:22]=[CH:21][CH:20]=1.C(N(C(C)C)CC)(C)C, predict the reaction product. The product is: [CH3:18][C:5]1[CH:4]=[CH:3][C:2]([NH:1][C:30]([C:28]2[S:29][C:25]([C:19]3[CH:20]=[CH:21][CH:22]=[CH:23][CH:24]=3)=[CH:26][CH:27]=2)=[O:31])=[CH:7][C:6]=1[NH:8][C:9](=[O:17])[CH2:10][N:11]1[CH2:12][CH2:13][O:14][CH2:15][CH2:16]1. (8) Given the reactants [CH3:1][O:2][C:3](=[O:17])[C:4]1[CH:9]=[CH:8][C:7]([NH:10][C:11](=[O:14])[CH2:12][NH2:13])=[C:6]([O:15][CH3:16])[CH:5]=1.[CH3:18][C:19]([CH3:25])([CH2:22][CH:23]=O)[C:20]#[N:21].CCN(CC)CC, predict the reaction product. The product is: [CH3:1][O:2][C:3](=[O:17])[C:4]1[CH:9]=[CH:8][C:7]([NH:10][C:11](=[O:14])[CH2:12][N:13]=[CH:23][CH2:22][C:19]([C:20]#[N:21])([CH3:25])[CH3:18])=[C:6]([O:15][CH3:16])[CH:5]=1. (9) Given the reactants C1C=CC2N(O)N=[N:7]C=2C=1.CCN=C=NCCCN(C)C.Cl.Cl.CCN(C(C)C)C(C)C.[C:33]([O:37][C:38]([N:40]1[CH2:45][CH2:44][CH:43]([C:46]2[CH:51]=[CH:50][C:49]([NH:52][C:53]3[N:58]=[C:57]([CH2:59][CH2:60][C:61]4[CH:66]=[C:65]([CH3:67])[CH:64]=[CH:63][C:62]=4[CH2:68][C:69](O)=[O:70])[C:56]([C:72]([F:75])([F:74])[F:73])=[CH:55][N:54]=3)=[CH:48][CH:47]=2)[CH2:42][CH2:41]1)=[O:39])([CH3:36])([CH3:35])[CH3:34].C(=O)([O-])[O-].[NH4+].[NH4+], predict the reaction product. The product is: [NH2:7][C:69](=[O:70])[CH2:68][C:62]1[CH:63]=[CH:64][C:65]([CH3:67])=[CH:66][C:61]=1[CH2:60][CH2:59][C:57]1[C:56]([C:72]([F:74])([F:75])[F:73])=[CH:55][N:54]=[C:53]([NH:52][C:49]2[CH:48]=[CH:47][C:46]([CH:43]3[CH2:42][CH2:41][N:40]([C:38]([O:37][C:33]([CH3:35])([CH3:34])[CH3:36])=[O:39])[CH2:45][CH2:44]3)=[CH:51][CH:50]=2)[N:58]=1.